Dataset: Forward reaction prediction with 1.9M reactions from USPTO patents (1976-2016). Task: Predict the product of the given reaction. (1) The product is: [OH:26][CH:22]([CH:4](/[CH:1]=[CH:2]\[CH3:3])[C:5]([O:7][CH2:8][CH3:9])=[O:6])[CH:23]([CH3:25])[CH3:24]. Given the reactants [CH2:1]([CH:4](CC=C)[C:5]([O:7][CH2:8][CH3:9])=[O:6])[CH:2]=[CH2:3].C(OCC)(=O)/C=C\CC.[CH:22](=[O:26])[CH:23]([CH3:25])[CH3:24], predict the reaction product. (2) Given the reactants [F:1][C:2]1[CH:3]=[C:4]2[C:9](=[CH:10][C:11]=1[F:12])[CH:8]1[O:13][CH:5]2[CH:6]=[CH:7]1.C1C[O:17][CH2:16]C1, predict the reaction product. The product is: [F:12][C:11]1[CH:10]=[C:9]2[C:4](=[CH:3][C:2]=1[F:1])[C@H:5]([OH:13])[C@@H:6]([O:17][CH3:16])[CH:7]=[CH:8]2. (3) Given the reactants Br[C:2]1[C:14]2[C:13]3[C:8](=[CH:9][C:10]([C:15]([OH:18])([CH3:17])[CH3:16])=[CH:11][CH:12]=3)[NH:7][C:6]=2[C:5]([C:19]([NH2:21])=[O:20])=[CH:4][C:3]=1[Cl:22].[F:23][C:24]1[CH:33]=[C:32]2[C:27]([C:28](=[O:52])[N:29]([C:36]3[CH:41]=[CH:40][CH:39]=[C:38](B4OC(C)(C)C(C)(C)O4)[C:37]=3[CH3:51])[C:30](=[O:35])[N:31]2[CH3:34])=[CH:26][CH:25]=1.C([O-])([O-])=O.[Cs+].[Cs+], predict the reaction product. The product is: [Cl:22][C:3]1[CH:4]=[C:5]([C:19]([NH2:21])=[O:20])[C:6]2[NH:7][C:8]3[C:13]([C:14]=2[C:2]=1[C:38]1[CH:39]=[CH:40][CH:41]=[C:36]([N:29]2[C:28](=[O:52])[C:27]4[C:32](=[CH:33][C:24]([F:23])=[CH:25][CH:26]=4)[N:31]([CH3:34])[C:30]2=[O:35])[C:37]=1[CH3:51])=[CH:12][CH:11]=[C:10]([C:15]([OH:18])([CH3:17])[CH3:16])[CH:9]=3. (4) Given the reactants [CH3:1][NH:2][C:3](=[O:22])[CH2:4][C:5]([C:7]1[CH:12]=[C:11]([C:13]([CH3:16])([CH3:15])[CH3:14])[C:10]([OH:17])=[C:9]([C:18]([CH3:21])([CH3:20])[CH3:19])[CH:8]=1)=[O:6].C1(C)C=CC=CC=1.CO[CH:32](OC)[N:33]([CH3:35])[CH3:34], predict the reaction product. The product is: [CH3:1][NH:2][C:3](=[O:22])[C:4](=[CH:32][N:33]([CH3:35])[CH3:34])[C:5]([C:7]1[CH:8]=[C:9]([C:18]([CH3:21])([CH3:20])[CH3:19])[C:10]([OH:17])=[C:11]([C:13]([CH3:14])([CH3:15])[CH3:16])[CH:12]=1)=[O:6]. (5) Given the reactants C([O:3][C:4](=[O:19])[C@@H:5]([O:17][CH3:18])[CH2:6][C:7]1[CH:12]=[CH:11][C:10]([O:13][CH2:14][CH2:15]Br)=[CH:9][CH:8]=1)C.[OH:20][C:21]1[CH:26]=[CH:25][C:24]([NH:27][C:28](=[O:33])[C:29]([CH3:32])([CH3:31])[CH3:30])=[CH:23][CH:22]=1.CO[C@@H](CC1C=CC(OCCCOC2C=CC=CC=2)=CC=1)C(O)=O, predict the reaction product. The product is: [CH3:30][C:29]([CH3:32])([CH3:31])[C:28]([NH:27][C:24]1[CH:25]=[CH:26][C:21]([O:20][CH2:15][CH2:14][O:13][C:10]2[CH:9]=[CH:8][C:7]([CH2:6][CH:5]([O:17][CH3:18])[C:4]([OH:3])=[O:19])=[CH:12][CH:11]=2)=[CH:22][CH:23]=1)=[O:33]. (6) Given the reactants C1CCCCC=1.[N:7]([CH:10]([C:14]1[C:15]([Cl:25])=[N:16][C:17]2[C:22]([CH:23]=1)=[CH:21][CH:20]=[C:19]([F:24])[CH:18]=2)[CH2:11][CH:12]=[CH2:13])=[N+]=[N-], predict the reaction product. The product is: [Cl:25][C:15]1[C:14]([CH:10]2[CH2:11][CH2:12][CH2:13][NH:7]2)=[CH:23][C:22]2[C:17](=[CH:18][C:19]([F:24])=[CH:20][CH:21]=2)[N:16]=1. (7) Given the reactants [Cl:1][C:2]1[CH:28]=[CH:27][C:5]([CH2:6][NH:7][C:8]([C:10]2[C:11]([OH:26])=[C:12]3[CH:18]=[C:17]([CH2:19][N:20]4[CH2:25][CH2:24][O:23][CH2:22][CH2:21]4)[S:16][C:13]3=[N:14][CH:15]=2)=[O:9])=[CH:4][CH:3]=1.C1(P(C2C=CC=CC=2)C2C=CC=CC=2)C=CC=CC=1.[N:48]1[CH:53]=[CH:52][C:51]([CH2:54]O)=[CH:50][CH:49]=1.[OH-].[Na+], predict the reaction product. The product is: [Cl:1][C:2]1[CH:28]=[CH:27][C:5]([CH2:6][NH:7][C:8]([C:10]2[C:11](=[O:26])[C:12]3[CH:18]=[C:17]([CH2:19][N:20]4[CH2:21][CH2:22][O:23][CH2:24][CH2:25]4)[S:16][C:13]=3[N:14]([CH2:54][C:51]3[CH:52]=[CH:53][N:48]=[CH:49][CH:50]=3)[CH:15]=2)=[O:9])=[CH:4][CH:3]=1.